Dataset: Forward reaction prediction with 1.9M reactions from USPTO patents (1976-2016). Task: Predict the product of the given reaction. (1) Given the reactants C(=O)([O-])[O-].[K+].[K+].[I-].[Na+].C(N(CC)CC)C.[CH2:16]([NH2:19])[CH:17]=[CH2:18].Br[CH2:21][C:22]([O:24]CC)=[O:23].[C:38]([O:37][C:35](O[C:35]([O:37][C:38]([CH3:41])([CH3:40])[CH3:39])=[O:36])=[O:36])([CH3:41])([CH3:40])[CH3:39].[OH-].[Na+].Cl, predict the reaction product. The product is: [CH2:16]([N:19]([C:35]([O:37][C:38]([CH3:39])([CH3:40])[CH3:41])=[O:36])[CH2:21][C:22]([OH:24])=[O:23])[CH:17]=[CH2:18]. (2) Given the reactants [Cl:1][C:2]1[C:3]([I:21])=[C:4]2[N:10]=[C:9]([C:11]3[CH:20]=[CH:19][C:14]([C:15]([O:17]C)=[O:16])=[CH:13][CH:12]=3)[NH:8][C:5]2=[N:6][CH:7]=1.O.[OH-].[Li+].Cl, predict the reaction product. The product is: [Cl:1][C:2]1[C:3]([I:21])=[C:4]2[N:10]=[C:9]([C:11]3[CH:20]=[CH:19][C:14]([C:15]([OH:17])=[O:16])=[CH:13][CH:12]=3)[NH:8][C:5]2=[N:6][CH:7]=1. (3) Given the reactants Br[C:2]1[CH:9]=[CH:8][C:7]([F:10])=[CH:6][C:3]=1[CH:4]=O.[C:11](=[O:14])([O-])[O-].[K+].[K+].O.[NH2:18][C:19]1[N:28]=[C:27]([C:29]([N:31]2[CH2:39][C:38]3[C:33](=[CH:34][CH:35]=[CH:36][CH:37]=3)[CH2:32]2)=[O:30])[C:26]2[C:21](=[CH:22][CH:23]=C(B3OC(C)(C)C(C)(C)O3)[CH:25]=2)[N:20]=1, predict the reaction product. The product is: [NH2:18][C:19]1[N:28]=[C:27]([C:29]([N:31]2[CH2:32][C:33]3[C:38](=[CH:37][CH:36]=[CH:35][CH:34]=3)[CH2:39]2)=[O:30])[C:26]2[C:21](=[CH:22][CH:23]=[C:4]([C:3]3[CH:6]=[C:7]([F:10])[CH:8]=[CH:9][C:2]=3[CH:11]=[O:14])[CH:25]=2)[N:20]=1. (4) Given the reactants Cl[C:2]1[N:7]=[CH:6][C:5]([CH2:8][C:9]2[CH:10]=[C:11]3[C:16](=[C:17]4[CH:22]=[CH:21][CH:20]=[CH:19][C:18]=24)[N:15]=[CH:14][N:13]([C@H:23]2[CH2:28][CH2:27][CH2:26][CH2:25][C@@H:24]2[OH:29])[C:12]3=[O:30])=[CH:4][CH:3]=1.[Cl-].C[Zn+].[CH2:34](Cl)Cl.O, predict the reaction product. The product is: [OH:29][C@H:24]1[CH2:25][CH2:26][CH2:27][CH2:28][C@@H:23]1[N:13]1[C:12](=[O:30])[C:11]2[C:16](=[C:17]3[CH:22]=[CH:21][CH:20]=[CH:19][C:18]3=[C:9]([CH2:8][C:5]3[CH:6]=[N:7][C:2]([CH3:34])=[CH:3][CH:4]=3)[CH:10]=2)[N:15]=[CH:14]1. (5) Given the reactants [OH:1][C@@H:2]1[CH2:27][CH2:26][C@@:25]2([CH3:28])[C@H:4]([C@@H:5]([CH2:31]C)[C@@H:6]([OH:30])[C@@H:7]3[C@@H:24]2[CH2:23][CH2:22][C@@:21]2([CH3:29])[C@H:8]3[CH2:9][CH2:10][C@@H:11]2[C@H:12]([CH3:20])[CH2:13][CH2:14][C:15]([O:17]CC)=[O:16])[CH2:3]1.[OH-].[Na+].Cl, predict the reaction product. The product is: [OH:1][C@@H:2]1[CH2:27][CH2:26][C@@:25]2([CH3:28])[C@H:4]([C@@H:5]([CH3:31])[C@@H:6]([OH:30])[C@@H:7]3[C@@H:24]2[CH2:23][CH2:22][C@@:21]2([CH3:29])[C@H:8]3[CH2:9][CH2:10][C@@H:11]2[C@H:12]([CH3:20])[CH2:13][CH2:14][C:15]([OH:17])=[O:16])[CH2:3]1. (6) Given the reactants Br[C:2]1[N:3]=[C:4]([C:30]([CH3:33])([CH3:32])[CH3:31])[N:5]([CH2:22][O:23][CH2:24][CH2:25][Si:26]([CH3:29])([CH3:28])[CH3:27])[C:6]=1[C:7]1[CH:12]=[CH:11][N:10]=[C:9]([NH:13][C:14]2[CH:19]=[CH:18][N:17]=[C:16]([O:20][CH3:21])[CH:15]=2)[N:8]=1.[CH3:34][O:35][C:36]1[C:37]([NH2:51])=[N:38][CH:39]=[C:40](B2OC(C)(C)C(C)(C)O2)N=1.[C:52]([O-])([O-])=O.[Na+].[Na+], predict the reaction product. The product is: [NH2:51][C:37]1[N:38]=[CH:39][C:40]([C:2]2[N:3]=[C:4]([C:30]([CH3:33])([CH3:32])[CH3:31])[N:5]([CH2:22][O:23][CH2:24][CH2:25][Si:26]([CH3:29])([CH3:28])[CH3:27])[C:6]=2[C:7]2[CH:12]=[CH:11][N:10]=[C:9]([NH:13][C:14]3[CH:19]=[CH:18][N:17]=[C:16]([O:20][CH3:21])[CH:15]=3)[N:8]=2)=[CH:52][C:36]=1[O:35][CH3:34]. (7) The product is: [CH3:17][C:18]1[N:19]=[C:20]2[N:25]=[C:24]([C:26]3[CH:27]=[CH:28][C:29]([CH2:30][N:1]4[CH2:2][CH2:3][CH:4]([C:7]5[CH:16]=[N:15][C:14]6[C:9](=[CH:10][CH:11]=[CH:12][CH:13]=6)[N:8]=5)[CH2:5][CH2:6]4)=[CH:32][CH:33]=3)[C:23]([C:34]3[CH:35]=[CH:36][CH:37]=[CH:38][CH:39]=3)=[CH:22][N:21]2[CH:40]=1. Given the reactants [NH:1]1[CH2:6][CH2:5][CH:4]([C:7]2[CH:16]=[N:15][C:14]3[C:9](=[CH:10][CH:11]=[CH:12][CH:13]=3)[N:8]=2)[CH2:3][CH2:2]1.[CH3:17][C:18]1[N:19]=[C:20]2[N:25]=[C:24]([C:26]3[CH:33]=[CH:32][C:29]([CH:30]=O)=[CH:28][CH:27]=3)[C:23]([C:34]3[CH:39]=[CH:38][CH:37]=[CH:36][CH:35]=3)=[CH:22][N:21]2[CH:40]=1.[BH-](OC(C)=O)(OC(C)=O)OC(C)=O.[Na+].C([O-])(O)=O.[Na+], predict the reaction product. (8) Given the reactants Cl[C:2]1[C:7]([C:8]#[N:9])=[C:6]([NH:10][CH2:11][C:12]2[CH:13]=[N:14][CH:15]=[CH:16][CH:17]=2)[N:5]=[C:4]([NH:18][CH2:19][CH2:20][OH:21])[N:3]=1.Cl.[F:23][C:24]1[CH:29]=[CH:28][C:27]([CH:30]2[CH2:35][CH2:34][NH:33][CH2:32][CH2:31]2)=[CH:26][CH:25]=1.C(N(C(C)C)C(C)C)C, predict the reaction product. The product is: [F:23][C:24]1[CH:29]=[CH:28][C:27]([CH:30]2[CH2:31][CH2:32][N:33]([C:2]3[C:7]([C:8]#[N:9])=[C:6]([NH:10][CH2:11][C:12]4[CH:13]=[N:14][CH:15]=[CH:16][CH:17]=4)[N:5]=[C:4]([NH:18][CH2:19][CH2:20][OH:21])[N:3]=3)[CH2:34][CH2:35]2)=[CH:26][CH:25]=1. (9) Given the reactants Br[C:2]([CH3:14])([CH3:13])[C:3]([O:5][CH2:6][C:7]1[CH:12]=[CH:11][CH:10]=[CH:9][CH:8]=1)=[O:4].[O:15]1[CH2:20][CH2:19][CH2:18][CH2:17][C:16]1=[O:21].[In], predict the reaction product. The product is: [OH:21][C:16]1([C:2]([CH3:14])([CH3:13])[C:3]([O:5][CH2:6][C:7]2[CH:12]=[CH:11][CH:10]=[CH:9][CH:8]=2)=[O:4])[CH2:17][CH2:18][CH2:19][CH2:20][O:15]1. (10) Given the reactants [Br:1][C:2]1[CH:7]=[CH:6][C:5]([C:8]2[NH:9][CH:10]=[CH:11][N:12]=2)=[CH:4][CH:3]=1.[H-].[Na+].CS(O[CH2:20][C@@H:21]1[CH2:25][CH2:24][N:23]([C:26]([O:28][C:29]([CH3:32])([CH3:31])[CH3:30])=[O:27])[CH2:22]1)(=O)=O, predict the reaction product. The product is: [Br:1][C:2]1[CH:3]=[CH:4][C:5]([C:8]2[N:12]([CH2:20][C@@H:21]3[CH2:25][CH2:24][N:23]([C:26]([O:28][C:29]([CH3:30])([CH3:32])[CH3:31])=[O:27])[CH2:22]3)[CH:11]=[CH:10][N:9]=2)=[CH:6][CH:7]=1.